The task is: Predict the reactants needed to synthesize the given product.. This data is from Full USPTO retrosynthesis dataset with 1.9M reactions from patents (1976-2016). (1) The reactants are: [CH3:1][O:2][C:3]1[CH:8]=[CH:7][C:6]([N:9]2[C:13]3[C:14]4[CH:15]=[N:16][NH:17][C:18]=4[CH2:19][CH2:20][C:12]=3[C:11]([C:21]([O:23]CC)=O)=[N:10]2)=[CH:5][CH:4]=1.[OH-].[NH4+:27]. Given the product [CH3:1][O:2][C:3]1[CH:4]=[CH:5][C:6]([N:9]2[C:13]3[C:14]4[CH:15]=[N:16][NH:17][C:18]=4[CH2:19][CH2:20][C:12]=3[C:11]([C:21]([NH2:27])=[O:23])=[N:10]2)=[CH:7][CH:8]=1, predict the reactants needed to synthesize it. (2) Given the product [CH2:27]([N:23]1[CH2:24][CH2:25][CH2:26][C@@H:22]1[C:17]1[O:18][C:19]2[C:14]([C:15](=[O:30])[C:16]=1[CH3:29])=[CH:13][CH:12]=[C:11]([OH:10])[C:20]=2[CH3:21])[CH3:28], predict the reactants needed to synthesize it. The reactants are: C(=O)([O-])[O-].[K+].[K+].C([O:10][C:11]1[C:20]([CH3:21])=[C:19]2[C:14]([C:15](=[O:30])[C:16]([CH3:29])=[C:17]([C@H:22]3[CH2:26][CH2:25][CH2:24][N:23]3[CH2:27][CH3:28])[O:18]2)=[CH:13][CH:12]=1)(=O)C.Cl.